From a dataset of Reaction yield outcomes from USPTO patents with 853,638 reactions. Predict the reaction yield, written as a fraction of the theoretical maximum amount of product (1.0 means a 100% yield; for example, 0.34 means a 34% yield). (1) The reactants are [CH2:1]([O:8][C:9]1[C:14]([F:15])=[C:13](F)[CH:12]=[CH:11][C:10]=1[N+:17]([O-:19])=[O:18])[C:2]1[CH:7]=[CH:6][CH:5]=[CH:4][CH:3]=1.[CH3:20][S:21]([C:24]1[N:29]=[CH:28][C:27]([OH:30])=[CH:26][CH:25]=1)(=[O:23])=[O:22].C(=O)([O-])[O-].[K+].[K+]. The catalyst is CN(C)C=O. The product is [CH2:1]([O:8][C:9]1[C:14]([F:15])=[C:13]([CH:12]=[CH:11][C:10]=1[N+:17]([O-:19])=[O:18])[O:30][C:27]1[CH:26]=[CH:25][C:24]([S:21]([CH3:20])(=[O:23])=[O:22])=[N:29][CH:28]=1)[C:2]1[CH:7]=[CH:6][CH:5]=[CH:4][CH:3]=1. The yield is 0.690. (2) The reactants are [C:1]([C:4]1[CH:5]=[C:6]([CH:10]=[CH:11][CH:12]=1)[C:7]([OH:9])=[O:8])(=O)[CH3:2].Cl.[NH2:14][OH:15].C([O-])(=O)C.[Na+].O. The catalyst is C(O)C. The product is [OH:15][N:14]=[C:1]([C:4]1[CH:5]=[C:6]([CH:10]=[CH:11][CH:12]=1)[C:7]([OH:9])=[O:8])[CH3:2]. The yield is 0.950.